This data is from Peptide-MHC class II binding affinity with 134,281 pairs from IEDB. The task is: Regression. Given a peptide amino acid sequence and an MHC pseudo amino acid sequence, predict their binding affinity value. This is MHC class II binding data. (1) The peptide sequence is AKFTCAKSMSLFEVD. The MHC is DRB5_0101 with pseudo-sequence DRB5_0101. The binding affinity (normalized) is 0.627. (2) The MHC is DRB3_0202 with pseudo-sequence DRB3_0202. The peptide sequence is FKAAVAAAANAPPAD. The binding affinity (normalized) is 0.352. (3) The peptide sequence is QPASAIVNFVSKVMI. The MHC is HLA-DQA10101-DQB10501 with pseudo-sequence HLA-DQA10101-DQB10501. The binding affinity (normalized) is 0.139. (4) The peptide sequence is VLAIVALVVATIIAI. The MHC is H-2-IAd with pseudo-sequence H-2-IAd. The binding affinity (normalized) is 0.365. (5) The MHC is HLA-DQA10201-DQB10301 with pseudo-sequence HLA-DQA10201-DQB10301. The binding affinity (normalized) is 0.501. The peptide sequence is KKSGARSNVTFTVNQTS. (6) The peptide sequence is ATVATAPEVKYTVFE. The MHC is DRB1_1201 with pseudo-sequence DRB1_1201. The binding affinity (normalized) is 0.427. (7) The peptide sequence is KFDALSGSQEVEFIG. The binding affinity (normalized) is 0.243. The MHC is DRB3_0202 with pseudo-sequence DRB3_0202. (8) The peptide sequence is GCIHMARSLANEWRD. The MHC is DRB1_0404 with pseudo-sequence DRB1_0404. The binding affinity (normalized) is 0.811.